Dataset: Forward reaction prediction with 1.9M reactions from USPTO patents (1976-2016). Task: Predict the product of the given reaction. (1) Given the reactants [Cl-].O[NH3+:3].[C:4](=[O:7])([O-])[OH:5].[Na+].CS(C)=O.[CH2:13]([C:17]1[N:18]=[C:19]([CH3:49])[N:20]([C:40]2[CH:41]=[CH:42][C:43]3[O:47][CH2:46][CH2:45][C:44]=3[CH:48]=2)[C:21](=[O:39])[C:22]=1[CH2:23][C:24]1[CH:29]=[CH:28][C:27]([C:30]2[C:31]([C:36]#[N:37])=[CH:32][CH:33]=[CH:34][CH:35]=2)=[CH:26][C:25]=1[F:38])[CH2:14][CH2:15][CH3:16], predict the reaction product. The product is: [CH2:13]([C:17]1[N:18]=[C:19]([CH3:49])[N:20]([C:40]2[CH:41]=[CH:42][C:43]3[O:47][CH2:46][CH2:45][C:44]=3[CH:48]=2)[C:21](=[O:39])[C:22]=1[CH2:23][C:24]1[CH:29]=[CH:28][C:27]([C:30]2[CH:35]=[CH:34][CH:33]=[CH:32][C:31]=2[C:36]2[NH:3][C:4](=[O:7])[O:5][N:37]=2)=[CH:26][C:25]=1[F:38])[CH2:14][CH2:15][CH3:16]. (2) Given the reactants C([O:5][CH2:6][CH:7]([NH:25][C:26](=[O:48])[C:27]1[CH:32]=[CH:31][C:30]([C:33]#[C:34][C:35]2[CH:40]=[CH:39][C:38]([CH2:41][N:42]3[CH2:47][CH2:46][O:45][CH2:44][CH2:43]3)=[CH:37][CH:36]=2)=[CH:29][CH:28]=1)[CH2:8][N:9]([O:17]C(OC(C)(C)C)=O)C(OC(C)(C)C)=O)(C)(C)C.Cl.O1CCOCC1, predict the reaction product. The product is: [OH:17][NH:9][CH2:8][CH:7]([NH:25][C:26](=[O:48])[C:27]1[CH:32]=[CH:31][C:30]([C:33]#[C:34][C:35]2[CH:40]=[CH:39][C:38]([CH2:41][N:42]3[CH2:47][CH2:46][O:45][CH2:44][CH2:43]3)=[CH:37][CH:36]=2)=[CH:29][CH:28]=1)[CH2:6][OH:5].